Regression. Given two drug SMILES strings and cell line genomic features, predict the synergy score measuring deviation from expected non-interaction effect. From a dataset of NCI-60 drug combinations with 297,098 pairs across 59 cell lines. Synergy scores: CSS=6.81, Synergy_ZIP=-2.25, Synergy_Bliss=1.26, Synergy_Loewe=-9.70, Synergy_HSA=-2.16. Cell line: MDA-MB-231. Drug 1: C1CCN(CC1)CCOC2=CC=C(C=C2)C(=O)C3=C(SC4=C3C=CC(=C4)O)C5=CC=C(C=C5)O. Drug 2: CC1=C(C(=O)C2=C(C1=O)N3CC4C(C3(C2COC(=O)N)OC)N4)N.